This data is from Catalyst prediction with 721,799 reactions and 888 catalyst types from USPTO. The task is: Predict which catalyst facilitates the given reaction. (1) Product: [Br:28][CH:7]([C:3]1[CH:2]=[N:1][CH:6]=[CH:5][CH:4]=1)[C:8]([O:10][CH2:11][CH3:12])=[O:9]. The catalyst class is: 20. Reactant: [N:1]1[CH:6]=[CH:5][CH:4]=[C:3]([CH2:7][C:8]([O:10][CH2:11][CH3:12])=[O:9])[CH:2]=1.C[Si]([N-][Si](C)(C)C)(C)C.[Li+].Cl[Si](C)(C)C.[Br:28]N1C(=O)CCC1=O. (2) Reactant: [C:1]([O:5][C:6]([N:8]1[CH2:13][CH2:12][N:11]([C:14]2[CH:15]=[N:16][C:17]([N+:20]([O-])=O)=[CH:18][CH:19]=2)[CH2:10][CH2:9]1)=[O:7])([CH3:4])([CH3:3])[CH3:2].[H][H]. Product: [C:1]([O:5][C:6]([N:8]1[CH2:13][CH2:12][N:11]([C:14]2[CH:15]=[N:16][C:17]([NH2:20])=[CH:18][CH:19]=2)[CH2:10][CH2:9]1)=[O:7])([CH3:4])([CH3:2])[CH3:3]. The catalyst class is: 94. (3) Reactant: CC1[C:3]([C:13]([OH:15])=[O:14])=[N:4][N:5]([C:7]2[CH:12]=[CH:11][CH:10]=[CH:9][CH:8]=2)[N:6]=1.[OH-:16].[Na+].[O-][Mn](=O)(=O)=O.[K+].[CH2:24]([OH:26])[CH3:25]. Product: [C:7]1([N:5]2[N:6]=[C:25]([C:24]([OH:16])=[O:26])[C:3]([C:13]([OH:15])=[O:14])=[N:4]2)[CH:12]=[CH:11][CH:10]=[CH:9][CH:8]=1. The catalyst class is: 6. (4) Reactant: [CH3:1][O:2][C:3]1[C:4]([CH3:12])=[C:5]([CH:9]=[CH:10][CH:11]=1)[C:6](O)=[O:7].C1C=CC2N(O)N=[N:19]C=2C=1.N. Product: [CH3:1][O:2][C:3]1[C:4]([CH3:12])=[C:5]([CH:9]=[CH:10][CH:11]=1)[C:6]([NH2:19])=[O:7]. The catalyst class is: 59. (5) Reactant: [Cl:1][C:2]1[CH:7]=[C:6]([Cl:8])[CH:5]=[CH:4][C:3]=1/[CH:9]=[CH:10]/[C:11]([C:13]1[CH:18]=[CH:17][C:16]([O:19][CH2:20][C:21]([C:29]2[CH:34]=[CH:33][C:32]([F:35])=[CH:31][C:30]=2[F:36])([OH:28])[CH2:22][N:23]2[CH:27]=[N:26][CH:25]=[N:24]2)=[CH:15][CH:14]=1)=[O:12].[BH4-].[Na+]. Product: [Cl:1][C:2]1[CH:7]=[C:6]([Cl:8])[CH:5]=[CH:4][C:3]=1/[CH:9]=[CH:10]/[CH:11]([C:13]1[CH:14]=[CH:15][C:16]([O:19][CH2:20][C:21]([C:29]2[CH:34]=[CH:33][C:32]([F:35])=[CH:31][C:30]=2[F:36])([OH:28])[CH2:22][N:23]2[CH:27]=[N:26][CH:25]=[N:24]2)=[CH:17][CH:18]=1)[OH:12]. The catalyst class is: 5. (6) Reactant: [CH:1]([C:4]1[CH:9]=[C:8]([N+:10]([O-])=O)[CH:7]=[CH:6][C:5]=1[O:13][CH3:14])([CH3:3])[CH3:2]. Product: [CH:1]([C:4]1[CH:9]=[C:8]([CH:7]=[CH:6][C:5]=1[O:13][CH3:14])[NH2:10])([CH3:3])[CH3:2]. The catalyst class is: 19.